This data is from Reaction yield outcomes from USPTO patents with 853,638 reactions. The task is: Predict the reaction yield, written as a fraction of the theoretical maximum amount of product (1.0 means a 100% yield; for example, 0.34 means a 34% yield). (1) The reactants are C([C:5]1[C:17]2[C:8](=[N:9][C:10]3[CH2:11][CH2:12][CH2:13][CH2:14][C:15]=3[CH:16]=2)[S:7][C:6]=1[C:18]([OH:20])=O)(C)(C)C.S(=O)(=O)(O)O.[NH2:26][CH2:27][C:28]#[N:29].CN(C(ON1N=NC2[CH:41]=[CH:42][CH:43]=NC1=2)=[N+](C)C)C.F[P-](F)(F)(F)(F)F.[CH3:54]N1CCOCC1. The catalyst is CN(C=O)C.Cl. The product is [C:28]([CH2:27][NH:26][C:18]([C:6]1[S:7][C:8]2=[N:9][C:10]3[CH2:11][CH2:12][CH:13]([C:42]([CH3:41])([CH3:43])[CH3:54])[CH2:14][C:15]=3[CH:16]=[C:17]2[CH:5]=1)=[O:20])#[N:29]. The yield is 0.920. (2) The reactants are C([O:4][CH2:5][C:6]1[C:7]([N:32]2[CH2:44][CH2:43][N:35]3[C:36]4[CH2:37][CH2:38][CH2:39][CH2:40][C:41]=4[CH:42]=[C:34]3[C:33]2=[O:45])=[N:8][CH:9]=[CH:10][C:11]=1[C:12]1[CH:17]=[C:16]([NH:18][C:19]2[CH:29]=[C:22]3[CH2:23][N:24]([CH3:28])[CH:25]([CH3:27])[CH2:26][N:21]3[N:20]=2)[C:15](=[O:30])[N:14]([CH3:31])[CH:13]=1)(=O)C.[OH-].[Li+]. The catalyst is C1COCC1.C(O)(C)C.O. The product is [CH3:28][N:24]1[CH:25]([CH3:27])[CH2:26][N:21]2[N:20]=[C:19]([NH:18][C:16]3[C:15](=[O:30])[N:14]([CH3:31])[CH:13]=[C:12]([C:11]4[CH:10]=[CH:9][N:8]=[C:7]([N:32]5[CH2:44][CH2:43][N:35]6[C:36]7[CH2:37][CH2:38][CH2:39][CH2:40][C:41]=7[CH:42]=[C:34]6[C:33]5=[O:45])[C:6]=4[CH2:5][OH:4])[CH:17]=3)[CH:29]=[C:22]2[CH2:23]1. The yield is 0.570. (3) The reactants are [CH2:1]([N:8]([C:15]1[CH:16]=[C:17]([C:33]2[CH:38]=[CH:37][C:36]([O:39][C:40]([F:43])([F:42])[F:41])=[CH:35][CH:34]=2)[CH:18]=[CH:19][C:20]=1[O:21][CH2:22][C:23]1[CH:28]=[CH:27][C:26]([C:29]([CH3:32])([CH3:31])[CH3:30])=[CH:25][CH:24]=1)[C:9](=[O:14])[C:10]([O:12]C)=[O:11])[C:2]1[CH:7]=[CH:6][CH:5]=[CH:4][CH:3]=1.CO.[OH-].[Na+].Cl. The catalyst is O1CCCC1. The product is [CH2:1]([N:8]([C:15]1[CH:16]=[C:17]([C:33]2[CH:34]=[CH:35][C:36]([O:39][C:40]([F:41])([F:42])[F:43])=[CH:37][CH:38]=2)[CH:18]=[CH:19][C:20]=1[O:21][CH2:22][C:23]1[CH:28]=[CH:27][C:26]([C:29]([CH3:32])([CH3:31])[CH3:30])=[CH:25][CH:24]=1)[C:9](=[O:14])[C:10]([OH:12])=[O:11])[C:2]1[CH:3]=[CH:4][CH:5]=[CH:6][CH:7]=1. The yield is 0.670.